Dataset: Reaction yield outcomes from USPTO patents with 853,638 reactions. Task: Predict the reaction yield, written as a fraction of the theoretical maximum amount of product (1.0 means a 100% yield; for example, 0.34 means a 34% yield). The reactants are [CH:1]([N:14]1[C:22]2[C:17](=[CH:18][C:19]([Cl:23])=[CH:20][CH:21]=2)[C:16]([CH2:24][CH2:25][S:26]([C:29]2C=CC(C3C=C(C=CC=3)C(OC)=O)=[CH:31][CH:30]=2)(=[O:28])=[O:27])=[C:15]1[CH2:45][CH2:46][NH:47][S:48]([CH2:51][C:52]1[CH:57]=[CH:56][CH:55]=[CH:54][C:53]=1[Cl:58])(=[O:50])=[O:49])([C:8]1[CH:13]=[CH:12][CH:11]=[CH:10][CH:9]=1)[C:2]1[CH:7]=[CH:6][CH:5]=[CH:4][CH:3]=1.[CH2:59]1[CH2:63][O:62][CH2:61][CH2:60]1.[OH-:64].[Na+]. The catalyst is CO. The product is [CH:1]([N:14]1[C:22]2[C:17](=[CH:18][C:19]([Cl:23])=[CH:20][CH:21]=2)[C:16]([CH2:24][CH2:25][S:26]([C:29]2[CH:30]=[CH:31][C:60]([C:61]([OH:64])=[O:62])=[CH:59][CH:63]=2)(=[O:28])=[O:27])=[C:15]1[CH2:45][CH2:46][NH:47][S:48]([CH2:51][C:52]1[CH:57]=[CH:56][CH:55]=[CH:54][C:53]=1[Cl:58])(=[O:50])=[O:49])([C:8]1[CH:9]=[CH:10][CH:11]=[CH:12][CH:13]=1)[C:2]1[CH:7]=[CH:6][CH:5]=[CH:4][CH:3]=1. The yield is 0.800.